This data is from Catalyst prediction with 721,799 reactions and 888 catalyst types from USPTO. The task is: Predict which catalyst facilitates the given reaction. (1) Reactant: [NH2:1][C:2]([C:4]1[CH:5]=[C:6](Br)[CH:7]=[C:8]2[C:12]=1[NH:11][N:10]=[C:9]2[CH:13]1[CH2:18][CH2:17][N:16]([C:19]([O:21][C:22]([CH3:25])([CH3:24])[CH3:23])=[O:20])[CH2:15][CH2:14]1)=[O:3].CC1(C)C(C)(C)OB([C:35]2[CH:36]=[N:37][NH:38][CH:39]=2)O1.C(=O)([O-])[O-].[Cs+].[Cs+]. Product: [NH2:1][C:2]([C:4]1[CH:5]=[C:6]([C:35]2[CH:36]=[N:37][NH:38][CH:39]=2)[CH:7]=[C:8]2[C:12]=1[NH:11][N:10]=[C:9]2[CH:13]1[CH2:18][CH2:17][N:16]([C:19]([O:21][C:22]([CH3:25])([CH3:24])[CH3:23])=[O:20])[CH2:15][CH2:14]1)=[O:3]. The catalyst class is: 70. (2) Reactant: [F:1][C:2]1[C:28]([F:29])=[CH:27][C:5]2[N:6]([C@@H:9]3[O:26][CH2:25][C@@H:20]([O:21][C:22](=[O:24])[CH3:23])[C@@H:15]([O:16][C:17](=[O:19])[CH3:18])[C@H:10]3[O:11][C:12](=[O:14])[CH3:13])[CH:7]=[N:8][C:4]=2[CH:3]=1.[Br:30]N1C(=O)CCC1=O. Product: [Br:30][C:7]1[N:6]([C@@H:9]2[O:26][CH2:25][C@@H:20]([O:21][C:22](=[O:24])[CH3:23])[C@@H:15]([O:16][C:17](=[O:19])[CH3:18])[C@H:10]2[O:11][C:12](=[O:14])[CH3:13])[C:5]2[CH:27]=[C:28]([F:29])[C:2]([F:1])=[CH:3][C:4]=2[N:8]=1. The catalyst class is: 7. (3) Reactant: [CH3:1][C:2]1[N:3]([CH2:29][C:30]([O:32][CH2:33][CH3:34])=[O:31])[C:4]2[CH2:5][C:6]([CH3:28])([CH3:27])[CH2:7][C:8](=[O:26])[C:9]=2[C:10]=1[CH2:11][C:12]1[CH:17]=[CH:16][CH:15]=[CH:14][C:13]=1[S:18]([N:21]1[CH2:25][CH2:24][CH2:23][CH2:22]1)(=[O:20])=[O:19].[CH3:35][Si]([N-][Si](C)(C)C)(C)C.[Li+].CI. The catalyst class is: 1. Product: [CH3:1][C:2]1[N:3]([CH:29]([CH3:35])[C:30]([O:32][CH2:33][CH3:34])=[O:31])[C:4]2[CH2:5][C:6]([CH3:28])([CH3:27])[CH2:7][C:8](=[O:26])[C:9]=2[C:10]=1[CH2:11][C:12]1[CH:17]=[CH:16][CH:15]=[CH:14][C:13]=1[S:18]([N:21]1[CH2:25][CH2:24][CH2:23][CH2:22]1)(=[O:20])=[O:19]. (4) Reactant: [CH:1]1([C:8](=O)[CH:9]([C:15]2[C:20]([F:21])=[CH:19][C:18]([F:22])=[CH:17][C:16]=2[F:23])[C:10](OCC)=[O:11])[CH2:7][CH2:6][CH2:5][CH2:4][CH2:3][CH2:2]1.[NH2:25][C:26]1[N:30]=[CH:29][NH:28][N:27]=1.C(N(CCCC)CCCC)CCC. Product: [CH:1]1([C:8]2[N:27]3[N:28]=[CH:29][N:30]=[C:26]3[N:25]=[C:10]([OH:11])[C:9]=2[C:15]2[C:20]([F:21])=[CH:19][C:18]([F:22])=[CH:17][C:16]=2[F:23])[CH2:7][CH2:6][CH2:5][CH2:4][CH2:3][CH2:2]1. The catalyst class is: 13. (5) Reactant: [F:8][C:7]([F:10])([F:9])[C:6](O[C:6](=[O:11])[C:7]([F:10])([F:9])[F:8])=[O:11].[CH:14]1([NH:17][CH:18]2[C:27]3[CH2:26][S:25][N:24]=[C:23]([N:28]([C:36]([O:38][C:39]([CH3:42])([CH3:41])[CH3:40])=[O:37])[C:29]([O:31][C:32]([CH3:35])([CH3:34])[CH3:33])=[O:30])[C:22]4=[N:43][N:44]([CH2:46][C:47]5[C:52]([CH3:53])=[C:51]([O:54][CH3:55])[C:50]([CH3:56])=[CH:49][N:48]=5)[N:45]=[C:20]([C:21]=34)[CH2:19]2)[CH2:16][CH2:15]1. Product: [CH:14]1([N:17]([C:6](=[O:11])[C:7]([F:8])([F:9])[F:10])[CH:18]2[C:27]3[CH2:26][S:25][N:24]=[C:23]([N:28]([C:29]([O:31][C:32]([CH3:35])([CH3:34])[CH3:33])=[O:30])[C:36]([O:38][C:39]([CH3:41])([CH3:40])[CH3:42])=[O:37])[C:22]4=[N:43][N:44]([CH2:46][C:47]5[C:52]([CH3:53])=[C:51]([O:54][CH3:55])[C:50]([CH3:56])=[CH:49][N:48]=5)[N:45]=[C:20]([C:21]=34)[CH2:19]2)[CH2:15][CH2:16]1. The catalyst class is: 4. (6) Reactant: C(OC(=O)C)(=O)C.C(O)(=O)C.[CH:12]([CH:14]1[C:19]2[CH:20]=[CH:21][CH:22]=[CH:23][C:18]=2[NH:17][C:16](=[O:24])[O:15]1)=[CH2:13].[N+:25]([O-])([OH:27])=[O:26]. Product: [N+:25]([C:21]1[CH:22]=[CH:23][C:18]2[NH:17][C:16](=[O:24])[O:15][CH:14]([CH:12]=[CH2:13])[C:19]=2[CH:20]=1)([O-:27])=[O:26]. The catalyst class is: 6. (7) Reactant: [OH:1][C:2]1[CH:7]=[CH:6][C:5](/[CH:8]=[N:9]/[NH:10][C:11](=[O:22])[CH:12]([OH:21])[C:13]2[CH:18]=[CH:17][C:16]([O:19][CH3:20])=[CH:15][CH:14]=2)=[CH:4][C:3]=1[O:23][CH3:24].[H][H]. Product: [OH:1][C:2]1[CH:7]=[CH:6][C:5]([CH2:8][NH:9][NH:10][C:11](=[O:22])[CH:12]([OH:21])[C:13]2[CH:18]=[CH:17][C:16]([O:19][CH3:20])=[CH:15][CH:14]=2)=[CH:4][C:3]=1[O:23][CH3:24]. The catalyst class is: 29. (8) Reactant: [N:1]1[C:10]2[C:5](=[CH:6][CH:7]=[CH:8][CH:9]=2)[CH:4]=[CH:3][CH:2]=1.NC1C=CC=CC=1.CC1(C)OC(=O)CC(=O)[O:20]1.C(OC)(OC)OC.C1C=CC(C2C=CC=CC=2)=CC=1.C1C=CC(OC2C=CC=CC=2)=CC=1. Product: [NH:1]1[C:10]2[C:5](=[CH:6][CH:7]=[CH:8][CH:9]=2)[C:4](=[O:20])[CH:3]=[CH:2]1. The catalyst class is: 10. (9) Reactant: Cl.[F:2][C:3]1[CH:4]=[N:5][C:6]([C@@H:9]([NH2:11])[CH3:10])=[N:7][CH:8]=1.CCN(C(C)C)C(C)C.Cl[C:22]1[N:23]=[C:24]([NH:41][C:42]2[N:43]=[CH:44][N:45]([CH3:47])[CH:46]=2)[C:25]2[CH:30]=[CH:29][N:28]([S:31]([C:34]3[CH:39]=[CH:38][C:37]([CH3:40])=[CH:36][CH:35]=3)(=[O:33])=[O:32])[C:26]=2[N:27]=1. Product: [F:2][C:3]1[CH:4]=[N:5][C:6]([C@@H:9]([NH:11][C:22]2[N:23]=[C:24]([NH:41][C:42]3[N:43]=[CH:44][N:45]([CH3:47])[CH:46]=3)[C:25]3[CH:30]=[CH:29][N:28]([S:31]([C:34]4[CH:39]=[CH:38][C:37]([CH3:40])=[CH:36][CH:35]=4)(=[O:33])=[O:32])[C:26]=3[N:27]=2)[CH3:10])=[N:7][CH:8]=1. The catalyst class is: 114. (10) Reactant: [F:8][C:7]([F:10])([F:9])[C:6](O[C:6](=[O:11])[C:7]([F:10])([F:9])[F:8])=[O:11].[Br:14][C:15]1[CH:19]=[N:18][N:17]([CH3:20])[C:16]=1[C:21]1[CH:22]=[C:23]([CH:25]=[CH:26][C:27]=1[O:28][CH2:29][C:30]([CH3:35])([N+:32]([O-:34])=[O:33])[CH3:31])[NH2:24].C(N(CC)C(C)C)(C)C. Product: [Br:14][C:15]1[CH:19]=[N:18][N:17]([CH3:20])[C:16]=1[C:21]1[CH:22]=[C:23]([NH:24][C:6](=[O:11])[C:7]([F:8])([F:9])[F:10])[CH:25]=[CH:26][C:27]=1[O:28][CH2:29][C:30]([CH3:31])([N+:32]([O-:34])=[O:33])[CH3:35]. The catalyst class is: 4.